This data is from Catalyst prediction with 721,799 reactions and 888 catalyst types from USPTO. The task is: Predict which catalyst facilitates the given reaction. Reactant: [CH3:1][C:2]1[N:7]=[CH:6][C:5](/[CH:8]=[CH:9]\[N:10]2[C:18]3[CH:17]=[CH:16][C:15]([O:19][C:20]([F:23])([F:22])[F:21])=[CH:14][C:13]=3[C:12]3[CH2:24][N:25]4[CH2:30][CH2:29][CH:28]([C:11]2=3)[CH2:27][CH2:26]4)=[CH:4][CH:3]=1. Product: [CH3:1][CH:2]1[NH:7][CH2:6][CH:5]([CH2:8][CH2:9][N:10]2[C:18]3[CH:17]=[CH:16][C:15]([O:19][C:20]([F:22])([F:23])[F:21])=[CH:14][C:13]=3[C:12]3[CH2:24][N:25]4[CH2:26][CH2:27][CH:28]([C:11]2=3)[CH2:29][CH2:30]4)[CH2:4][CH2:3]1. The catalyst class is: 663.